From a dataset of Full USPTO retrosynthesis dataset with 1.9M reactions from patents (1976-2016). Predict the reactants needed to synthesize the given product. (1) Given the product [CH2:2]([N:3]([CH2:4][CH3:5])[C:16](=[O:18])[C:15]1[CH:19]=[CH:20][CH:21]=[C:13]([N+:10]([O-:12])=[O:11])[C:14]=1[OH:22])[CH3:1], predict the reactants needed to synthesize it. The reactants are: [CH3:1][CH2:2][N:3](C(C)C)[CH:4](C)[CH3:5].[N+:10]([C:13]1[CH:21]=[CH:20][CH:19]=[C:15]([C:16]([OH:18])=O)[C:14]=1[OH:22])([O-:12])=[O:11].CN(C(ON1N=NC2C=CC=NC1=2)=[N+](C)C)C.F[P-](F)(F)(F)(F)F.C(NCC)C.Cl. (2) Given the product [C:42]([O:46][C:47]([N:49]1[CH2:53][CH2:52][CH2:51][CH:50]1[C:54]1[NH:55][C:56]([C:59]2[CH:68]=[CH:67][C:66]3[C:61](=[CH:62][CH:63]=[C:64]([C:21]4[CH:22]=[CH:23][C:18]([C:15]5[NH:14][C:13]([CH:12]6[CH:11]7[CH2:33][CH:8]([CH2:9][CH2:10]7)[N:7]6[C:6](=[O:34])[CH:5]([NH:4][C:3]([O:2][CH3:1])=[O:41])[CH:35]6[CH2:36][CH2:37][O:38][CH2:39][CH2:40]6)=[N:17][CH:16]=5)=[CH:19][CH:20]=4)[CH:65]=3)[CH:60]=2)=[CH:57][N:58]=1)=[O:48])([CH3:45])([CH3:44])[CH3:43], predict the reactants needed to synthesize it. The reactants are: [CH3:1][O:2][C:3](=[O:41])[NH:4][CH:5]([CH:35]1[CH2:40][CH2:39][O:38][CH2:37][CH2:36]1)[C:6](=[O:34])[N:7]1[CH:12]([C:13]2[NH:14][C:15]([C:18]3[CH:23]=[CH:22][C:21](B4OC(C)(C)C(C)(C)O4)=[CH:20][CH:19]=3)=[CH:16][N:17]=2)[CH:11]2[CH2:33][CH:8]1[CH2:9][CH2:10]2.[C:42]([O:46][C:47]([N:49]1[CH2:53][CH2:52][CH2:51][CH:50]1[C:54]1[NH:55][C:56]([C:59]2[CH:68]=[CH:67][C:66]3[C:61](=[CH:62][CH:63]=[C:64](Br)[CH:65]=3)[CH:60]=2)=[CH:57][N:58]=1)=[O:48])([CH3:45])([CH3:44])[CH3:43].P([O-])([O-])([O-])=O.[K+].[K+].[K+].